From a dataset of Peptide-MHC class I binding affinity with 185,985 pairs from IEDB/IMGT. Regression. Given a peptide amino acid sequence and an MHC pseudo amino acid sequence, predict their binding affinity value. This is MHC class I binding data. (1) The peptide sequence is DVEKRILNTI. The MHC is HLA-A02:03 with pseudo-sequence HLA-A02:03. The binding affinity (normalized) is 0.127. (2) The peptide sequence is LHDAIMVEL. The MHC is HLA-A29:02 with pseudo-sequence HLA-A29:02. The binding affinity (normalized) is 0.0847. (3) The peptide sequence is TFMIITSTK. The MHC is HLA-A31:01 with pseudo-sequence HLA-A31:01. The binding affinity (normalized) is 0.454. (4) The peptide sequence is ISFQQTNAM. The MHC is HLA-A02:06 with pseudo-sequence HLA-A02:06. The binding affinity (normalized) is 0.126. (5) The peptide sequence is RTLDTLALY. The MHC is BoLA-T2a with pseudo-sequence BoLA-T2a. The binding affinity (normalized) is 0.345.